This data is from Forward reaction prediction with 1.9M reactions from USPTO patents (1976-2016). The task is: Predict the product of the given reaction. (1) Given the reactants [N:1]1[N:2]=[C:3]([C:10]2[CH:19]=[CH:18][C:17]3[C:12](=[C:13]([OH:21])[CH:14]=[C:15]([F:20])[CH:16]=3)[N:11]=2)[N:4]2[CH:9]=[CH:8][CH:7]=[CH:6][C:5]=12.CS(O[CH2:27][C:28]([C@@H:31]1[CH2:35][O:34][C:33]([CH3:37])([CH3:36])[O:32]1)([CH3:30])[CH3:29])(=O)=O.C(=O)([O-])[O-].[Cs+].[Cs+], predict the reaction product. The product is: [N:1]1[N:2]=[C:3]([C:10]2[CH:19]=[CH:18][C:17]3[C:12](=[C:13]([O:21][CH2:30][C:28]([C@@H:31]4[CH2:35][O:34][C:33]([CH3:37])([CH3:36])[O:32]4)([CH3:27])[CH3:29])[CH:14]=[C:15]([F:20])[CH:16]=3)[N:11]=2)[N:4]2[CH:9]=[CH:8][CH:7]=[CH:6][C:5]=12. (2) Given the reactants Cl[CH2:2][CH2:3][CH2:4][N:5]1[C:9]2[CH:10]=[CH:11][C:12]([N+:14]([O-:16])=[O:15])=[CH:13][C:8]=2[O:7][C:6]1=[O:17].[CH3:18][N:19]1[CH2:24][CH2:23][CH2:22][CH:21]([OH:25])[CH2:20]1, predict the reaction product. The product is: [CH3:18][N:19]1[CH2:24][CH2:23][CH2:22][CH:21]([O:25][C:6]([N:5]2[C:9]3[CH:10]=[CH:11][C:12]([N+:14]([O-:16])=[O:15])=[CH:13][C:8]=3[O:7][CH2:2][CH2:3][CH2:4]2)=[O:17])[CH2:20]1.